Dataset: NCI-60 drug combinations with 297,098 pairs across 59 cell lines. Task: Regression. Given two drug SMILES strings and cell line genomic features, predict the synergy score measuring deviation from expected non-interaction effect. (1) Drug 1: C1C(C(OC1N2C=C(C(=O)NC2=O)F)CO)O. Drug 2: CN(C(=O)NC(C=O)C(C(C(CO)O)O)O)N=O. Cell line: A498. Synergy scores: CSS=9.24, Synergy_ZIP=-1.59, Synergy_Bliss=0.941, Synergy_Loewe=-8.99, Synergy_HSA=0.438. (2) Drug 1: C1CC(C1)(C(=O)O)C(=O)O.[NH2-].[NH2-].[Pt+2]. Drug 2: C1=CN(C=N1)CC(O)(P(=O)(O)O)P(=O)(O)O. Cell line: MDA-MB-435. Synergy scores: CSS=-1.66, Synergy_ZIP=0.187, Synergy_Bliss=-0.972, Synergy_Loewe=-2.26, Synergy_HSA=-2.28.